This data is from Catalyst prediction with 721,799 reactions and 888 catalyst types from USPTO. The task is: Predict which catalyst facilitates the given reaction. (1) Reactant: [C:1]([C:5]1[NH:6][C:7]2[C:16]3[N:15]=[C:14]([NH2:17])[N:13]=[C:12]([O:18]C)[C:11]=3[C:10]3[CH:20]=[C:21]([F:24])[CH:22]=[CH:23][C:9]=3[C:8]=2[N:25]=1)([CH3:4])([CH3:3])[CH3:2].[OH-].[Na+]. Product: [NH2:17][C:14]1[N:13]=[C:12]([OH:18])[C:11]2[C:10]3[CH:20]=[C:21]([F:24])[CH:22]=[CH:23][C:9]=3[C:8]3[N:25]=[C:5]([C:1]([CH3:4])([CH3:3])[CH3:2])[NH:6][C:7]=3[C:16]=2[N:15]=1. The catalyst class is: 361. (2) Reactant: [CH3:1][O:2][C:3]1[C:4](=[O:37])[C:5]([CH3:36])=[C:6]([CH2:12][C:13]2[CH:14]=[CH:15][C:16]([O:32]C(=O)C)=[C:17]([CH:31]=2)[C:18]([NH:20][C:21]2[CH:26]=[CH:25][C:24]([O:27][CH3:28])=[C:23]([O:29][CH3:30])[CH:22]=2)=[O:19])[C:7](=[O:11])[C:8]=1[O:9][CH3:10].C(=O)([O-])O.[Na+]. Product: [CH3:1][O:2][C:3]1[C:4](=[O:37])[C:5]([CH3:36])=[C:6]([CH2:12][C:13]2[CH:14]=[CH:15][C:16]([OH:32])=[C:17]([CH:31]=2)[C:18]([NH:20][C:21]2[CH:26]=[CH:25][C:24]([O:27][CH3:28])=[C:23]([O:29][CH3:30])[CH:22]=2)=[O:19])[C:7](=[O:11])[C:8]=1[O:9][CH3:10]. The catalyst class is: 24. (3) Reactant: Cl.[NH2:2][C:3]1[CH:33]=[CH:32][C:6]2[NH:7][C:8]([C:13]3[C:14](=[O:31])[C:15]([CH3:30])([CH2:24][CH2:25][C@@H:26]([CH3:29])[CH2:27][CH3:28])[C:16]4[C:21]([C:22]=3[OH:23])=[CH:20][CH:19]=[CH:18][CH:17]=4)=[N:9][S:10](=[O:12])(=[O:11])[C:5]=2[CH:4]=1.[S:34](Cl)([CH3:37])(=[O:36])=[O:35].N1C=CC=CC=1. Product: [OH:23][C:22]1[C:21]2[C:16](=[CH:17][CH:18]=[CH:19][CH:20]=2)[C:15]([CH3:30])([CH2:24][CH2:25][C@@H:26]([CH3:29])[CH2:27][CH3:28])[C:14](=[O:31])[C:13]=1[C:8]1[NH:7][C:6]2[CH:32]=[CH:33][C:3]([NH:2][S:34]([CH3:37])(=[O:36])=[O:35])=[CH:4][C:5]=2[S:10](=[O:12])(=[O:11])[N:9]=1. The catalyst class is: 21. (4) Reactant: [CH3:1][O:2][C:3]([C:5]1([CH2:10][CH2:11][N:12]=[N+]=[N-])[CH2:9][CH2:8][CH2:7][CH2:6]1)=[O:4].[C:15]([O:19][C:20](O[C:20]([O:19][C:15]([CH3:18])([CH3:17])[CH3:16])=[O:21])=[O:21])([CH3:18])([CH3:17])[CH3:16]. Product: [CH3:1][O:2][C:3]([C:5]1([CH2:10][CH2:11][NH:12][C:20]([O:19][C:15]([CH3:18])([CH3:17])[CH3:16])=[O:21])[CH2:9][CH2:8][CH2:7][CH2:6]1)=[O:4]. The catalyst class is: 78.